From a dataset of Catalyst prediction with 721,799 reactions and 888 catalyst types from USPTO. Predict which catalyst facilitates the given reaction. (1) Reactant: [CH2:1]([O:8][C:9]1[C:13]([C:14](=[O:23])[C:15]2[CH:20]=[CH:19][C:18]([O:21][CH3:22])=[CH:17][CH:16]=2)=[C:12](Br)[N:11]([CH:25]([CH3:27])[CH3:26])[N:10]=1)[C:2]1[CH:7]=[CH:6][CH:5]=[CH:4][CH:3]=1.[C:28]1(B(O)O)[CH:33]=[CH:32][CH:31]=[CH:30][CH:29]=1.C(=O)([O-])[O-].[K+].[K+].O.[CH3:44][N:45](C)[CH:46]=O. Product: [CH2:1]([O:8][C:9]1[C:13]([C:14](=[O:23])[C:15]2[CH:20]=[CH:19][C:18]([O:21][CH3:22])=[CH:17][CH:16]=2)=[C:12]([C:31]2[CH:32]=[CH:33][C:28]([N:45]([CH3:46])[CH3:44])=[CH:29][CH:30]=2)[N:11]([CH:25]([CH3:27])[CH3:26])[N:10]=1)[C:2]1[CH:7]=[CH:6][CH:5]=[CH:4][CH:3]=1. The catalyst class is: 492. (2) Reactant: C(OC([N:8]1[CH2:13][CH2:12][CH:11]([S:14]([C:17]2[CH:22]=[CH:21][C:20]([NH:23][C:24]3[N:29]=[CH:28][C:27]([NH:30][C:31](=[O:50])[C:32]4[CH:37]=[C:36]([NH:38][C:39](=[O:48])[C:40]5[CH:45]=[CH:44][C:43]([C:46]#[N:47])=[CH:42][CH:41]=5)[CH:35]=[CH:34][C:33]=4[Cl:49])=[CH:26][N:25]=3)=[CH:19][CH:18]=2)(=[O:16])=[O:15])[CH2:10][CH2:9]1)=O)(C)(C)C.[C:51]([OH:57])([C:53]([F:56])([F:55])[F:54])=[O:52]. Product: [Cl:49][C:33]1[CH:34]=[CH:35][C:36]([NH:38][C:39](=[O:48])[C:40]2[CH:41]=[CH:42][C:43]([C:46]#[N:47])=[CH:44][CH:45]=2)=[CH:37][C:32]=1[C:31]([NH:30][C:27]1[CH:26]=[N:25][C:24]([NH:23][C:20]2[CH:19]=[CH:18][C:17]([S:14]([CH:11]3[CH2:10][CH2:9][NH:8][CH2:13][CH2:12]3)(=[O:15])=[O:16])=[CH:22][CH:21]=2)=[N:29][CH:28]=1)=[O:50].[C:51]([OH:57])([C:53]([F:56])([F:55])[F:54])=[O:52]. The catalyst class is: 2. (3) Reactant: [N:1]([C@H:4]1[CH2:8][N:7]([C:9]([O:11][C:12]([CH3:15])([CH3:14])[CH3:13])=[O:10])[C@@H:6]([CH:16]([CH3:18])[CH3:17])[CH2:5]1)=[N+]=[N-]. Product: [NH2:1][C@H:4]1[CH2:8][N:7]([C:9]([O:11][C:12]([CH3:14])([CH3:13])[CH3:15])=[O:10])[C@@H:6]([CH:16]([CH3:18])[CH3:17])[CH2:5]1. The catalyst class is: 78. (4) Reactant: CC1(C)[O:6][C@H:5]2[CH2:7][CH2:8][CH2:9][C@H:10]([N:11]3[CH2:20][CH2:19][C:18]4[C:13](=[CH:14][C:15]([NH:34][C:35]([C:37]5[N:38]=[C:39]([CH:42]6[CH2:44][CH2:43]6)[O:40][CH:41]=5)=[O:36])=[C:16]([N:21]5[CH2:26][CH2:25][N:24]([C:27]6[CH:32]=[CH:31][CH:30]=[CH:29][C:28]=6[CH3:33])[CH2:23][CH2:22]5)[CH:17]=4)[C:12]3=[O:45])[C@H:4]2[O:3]1.Cl. Product: [OH:3][C@H:4]1[C@@H:5]([OH:6])[CH2:7][CH2:8][CH2:9][C@@H:10]1[N:11]1[CH2:20][CH2:19][C:18]2[C:13](=[CH:14][C:15]([NH:34][C:35]([C:37]3[N:38]=[C:39]([CH:42]4[CH2:43][CH2:44]4)[O:40][CH:41]=3)=[O:36])=[C:16]([N:21]3[CH2:22][CH2:23][N:24]([C:27]4[CH:32]=[CH:31][CH:30]=[CH:29][C:28]=4[CH3:33])[CH2:25][CH2:26]3)[CH:17]=2)[C:12]1=[O:45]. The catalyst class is: 138. (5) Reactant: CS[C:3]1[N:8]=[C:7]([OH:9])[CH:6]=[CH:5][N:4]=1.[NH2:10][C:11]1[CH:16]=[CH:15][CH:14]=[CH:13][CH:12]=1. Product: [NH:10]([C:3]1[N:8]=[C:7]([OH:9])[CH:6]=[CH:5][N:4]=1)[C:11]1[CH:16]=[CH:15][CH:14]=[CH:13][CH:12]=1. The catalyst class is: 3. (6) Reactant: [CH2:1]1[C@@H:9]2[C@@H:4]([CH2:5][CH2:6][CH2:7][CH2:8]2)[CH2:3][NH:2]1.[N:10]([O-])=[O:11].[Na+]. Product: [N:10]([CH:1]1[C@@H:9]2[C@@H:4]([CH2:5][CH2:6][CH2:7][CH2:8]2)[CH2:3][NH:2]1)=[O:11]. The catalyst class is: 126. (7) Reactant: C([O:3][C:4]([C:6]1[NH:7][C:8]2[C:13]([CH:14]=1)=[CH:12][C:11]([Cl:15])=[CH:10][C:9]=2[CH2:16][N:17]1[CH2:22][CH2:21][N:20]([CH3:23])[CH2:19][CH2:18]1)=[O:5])C.O[Li].O.Cl. Product: [Cl:15][C:11]1[CH:12]=[C:13]2[C:8](=[C:9]([CH2:16][N:17]3[CH2:18][CH2:19][N:20]([CH3:23])[CH2:21][CH2:22]3)[CH:10]=1)[NH:7][C:6]([C:4]([OH:5])=[O:3])=[CH:14]2. The catalyst class is: 636. (8) Reactant: [CH:1]1([C:4]2[CH:5]=[C:6]([F:27])[C:7]3[NH:11][C:10](=[O:12])[N:9]([CH:13]4[CH2:18][CH2:17][N:16](C(OC(C)(C)C)=O)[CH2:15][CH2:14]4)[C:8]=3[CH:26]=2)[CH2:3][CH2:2]1.[ClH:28]. Product: [ClH:28].[CH:1]1([C:4]2[CH:5]=[C:6]([F:27])[C:7]3[NH:11][C:10](=[O:12])[N:9]([CH:13]4[CH2:14][CH2:15][NH:16][CH2:17][CH2:18]4)[C:8]=3[CH:26]=2)[CH2:2][CH2:3]1. The catalyst class is: 269.